Dataset: Peptide-MHC class I binding affinity with 185,985 pairs from IEDB/IMGT. Task: Regression. Given a peptide amino acid sequence and an MHC pseudo amino acid sequence, predict their binding affinity value. This is MHC class I binding data. (1) The MHC is HLA-A26:01 with pseudo-sequence HLA-A26:01. The peptide sequence is SEGDDDGSR. The binding affinity (normalized) is 0.0847. (2) The peptide sequence is SSFNNGTL. The MHC is H-2-Kb with pseudo-sequence H-2-Kb. The binding affinity (normalized) is 0.571. (3) The peptide sequence is MYKKAEASFW. The MHC is Mamu-B17 with pseudo-sequence Mamu-B17. The binding affinity (normalized) is 0.589. (4) The peptide sequence is KLYVNGKAY. The MHC is HLA-A30:01 with pseudo-sequence HLA-A30:01. The binding affinity (normalized) is 0.446. (5) The peptide sequence is GLYEWISEQ. The MHC is HLA-A02:19 with pseudo-sequence HLA-A02:19. The binding affinity (normalized) is 0.0847. (6) The peptide sequence is KEKGGLDGL. The binding affinity (normalized) is 0.157. The MHC is HLA-B53:01 with pseudo-sequence HLA-B53:01.